Dataset: Catalyst prediction with 721,799 reactions and 888 catalyst types from USPTO. Task: Predict which catalyst facilitates the given reaction. (1) Reactant: [NH2:1][C:2]1[CH:11]=[CH:10][C:5]([C:6]([O:8][CH3:9])=[O:7])=[CH:4][CH:3]=1.[O:12]([CH2:19][C:20]1[CH:25]=[CH:24][C:23](C2NC3=NC=CC=C3N=2)=[CH:22][CH:21]=1)C1C=CC=CC=1.CCN(C(C)C)C(C)C.C(Cl)(=O)C1C=CC=CC=1. Product: [C:19]([NH:1][C:2]1[CH:3]=[CH:4][C:5]([C:6]([O:8][CH3:9])=[O:7])=[CH:10][CH:11]=1)(=[O:12])[C:20]1[CH:25]=[CH:24][CH:23]=[CH:22][CH:21]=1. The catalyst class is: 2. (2) Reactant: [Br:1][C:2]1[C:3]([NH:9][CH2:10][CH:11]([CH3:13])[CH3:12])=[N:4][C:5](Cl)=[N:6][CH:7]=1.[C-:14]#[N:15].[K+].C1(C)C=CC(S(O)(=O)=O)=CC=1.[Na].CCCCCC. Product: [Br:1][C:2]1[C:3]([NH:9][CH2:10][CH:11]([CH3:13])[CH3:12])=[N:4][C:5]([C:14]#[N:15])=[N:6][CH:7]=1. The catalyst class is: 197.